Task: Predict the product of the given reaction.. Dataset: Forward reaction prediction with 1.9M reactions from USPTO patents (1976-2016) Given the reactants [Cl:1][C:2]1[CH:3]=[CH:4][N:5]2[C:10]=1[CH:9]=[N:8][C:7]([S:11][CH3:12])=[N:6]2.[I:13]N1C(=O)CCC1=O, predict the reaction product. The product is: [Cl:1][C:2]1[CH:3]=[C:4]([I:13])[N:5]2[C:10]=1[CH:9]=[N:8][C:7]([S:11][CH3:12])=[N:6]2.